This data is from Full USPTO retrosynthesis dataset with 1.9M reactions from patents (1976-2016). The task is: Predict the reactants needed to synthesize the given product. (1) Given the product [CH3:31][N:32]1[C:33](=[O:47])[CH:34]=[CH:35][C:36]([C:10]2[CH:11]=[CH:12][C:13]3[N:19]4[CH2:20][C@H:16]([CH2:17][CH2:18]4)[N:15]([C:21]([NH:23][C:24]4[CH:25]=[N:26][CH:27]=[CH:28][CH:29]=4)=[O:22])[C:14]=3[N:30]=2)=[CH:37]1, predict the reactants needed to synthesize it. The reactants are: P([O-])([O-])([O-])=O.[K+].[K+].[K+].Cl[C:10]1[CH:11]=[CH:12][C:13]2[N:19]3[CH2:20][C@H:16]([CH2:17][CH2:18]3)[N:15]([C:21]([NH:23][C:24]3[CH:25]=[N:26][CH:27]=[CH:28][CH:29]=3)=[O:22])[C:14]=2[N:30]=1.[CH3:31][N:32]1[CH:37]=[C:36](B2OC(C)(C)C(C)(C)O2)[CH:35]=[CH:34][C:33]1=[O:47].CC(C1C=C(C(C)C)C(C2C=CC=CC=2P(C2CCCCC2)C2CCCCC2)=C(C(C)C)C=1)C. (2) Given the product [CH3:1][N:2]1[CH2:7][CH2:6][N:5]([CH2:8][C:9]2[CH:10]=[C:11]([CH:12]=[C:13]([C:15]([F:18])([F:16])[F:17])[CH:14]=2)[NH2:19])[CH2:4][CH2:3]1, predict the reactants needed to synthesize it. The reactants are: [CH3:1][N:2]1[CH2:7][CH2:6][N:5]([CH2:8][C:9]2[CH:14]=[C:13]([C:15]([F:18])([F:17])[F:16])[CH:12]=[C:11]([N+:19]([O-])=O)[CH:10]=2)[CH2:4][CH2:3]1. (3) Given the product [CH3:28][C:29]1([CH3:45])[C:33]([CH3:35])([CH3:34])[O:32][B:31]([C:2]2[CH:23]=[CH:22][C:5]([O:6][CH2:7][CH2:8][CH:9]3[CH2:14][CH2:13][N:12]([C:15]([O:17][C:18]([CH3:21])([CH3:20])[CH3:19])=[O:16])[CH2:11][CH2:10]3)=[C:4]([C:24]([F:27])([F:26])[F:25])[CH:3]=2)[O:30]1, predict the reactants needed to synthesize it. The reactants are: Br[C:2]1[CH:23]=[CH:22][C:5]([O:6][CH2:7][CH2:8][CH:9]2[CH2:14][CH2:13][N:12]([C:15]([O:17][C:18]([CH3:21])([CH3:20])[CH3:19])=[O:16])[CH2:11][CH2:10]2)=[C:4]([C:24]([F:27])([F:26])[F:25])[CH:3]=1.[CH3:28][C:29]1([CH3:45])[C:33]([CH3:35])([CH3:34])[O:32][B:31]([B:31]2[O:32][C:33]([CH3:35])([CH3:34])[C:29]([CH3:45])([CH3:28])[O:30]2)[O:30]1.C([O-])(=O)C.[K+]. (4) Given the product [C:3]1([CH2:2][C:14]([OH:18])=[O:1])[CH:8]=[CH:7][CH:6]=[CH:5][CH:4]=1, predict the reactants needed to synthesize it. The reactants are: [OH2:1].[CH2:2](Cl)[C:3]1[CH:8]=[CH:7][CH:6]=[CH:5][CH:4]=1.[C]=O.CN1CCC[C:14]1=[O:18]. (5) Given the product [CH3:10][O:9][C:7]1[C:6]([C:19](=[O:20])[C:18]2[CH:17]=[CH:16][C:15]([N+:12]([O-:14])=[O:13])=[CH:23][CH:22]=2)=[C:5]([CH3:11])[CH:4]=[C:3]([O:2][CH3:1])[CH:8]=1, predict the reactants needed to synthesize it. The reactants are: [CH3:1][O:2][C:3]1[CH:4]=[C:5]([CH3:11])[CH:6]=[C:7]([O:9][CH3:10])[CH:8]=1.[N+:12]([C:15]1[CH:23]=[CH:22][C:18]([C:19](Cl)=[O:20])=[CH:17][CH:16]=1)([O-:14])=[O:13].[Cl-].[Al+3].[Cl-].[Cl-].Cl. (6) Given the product [CH2:1]([O:3][C:4]([C:6]1[CH:7]=[N:8][N:9]2[C:14]([C:15]3[CH:20]=[CH:19][CH:18]=[C:17]([NH:21][C:33](=[O:34])[C:32]4[CH:36]=[CH:37][CH:38]=[C:30]([C:29]([F:28])([F:39])[F:40])[CH:31]=4)[CH:16]=3)=[CH:13][CH:12]=[N:11][C:10]=12)=[O:5])[CH3:2], predict the reactants needed to synthesize it. The reactants are: [CH2:1]([O:3][C:4]([C:6]1[CH:7]=[N:8][N:9]2[C:14]([C:15]3[CH:20]=[CH:19][CH:18]=[C:17]([NH2:21])[CH:16]=3)=[CH:13][CH:12]=[N:11][C:10]=12)=[O:5])[CH3:2].N1C=CC=CC=1.[F:28][C:29]([F:40])([F:39])[C:30]1[CH:31]=[C:32]([CH:36]=[CH:37][CH:38]=1)[C:33](Cl)=[O:34]. (7) Given the product [C:15]([O:18][CH2:19][C:20]1[C:21]([N:9]2[CH2:8][C:7]3[C:11](=[CH:12][CH:13]=[C:5]([C:1]([CH3:4])([CH3:2])[CH3:3])[CH:6]=3)[C:10]2=[O:14])=[CH:22][CH:23]=[CH:24][C:25]=1[Br:26])(=[O:17])[CH3:16], predict the reactants needed to synthesize it. The reactants are: [C:1]([C:5]1[CH:6]=[C:7]2[C:11](=[CH:12][CH:13]=1)[C:10](=[O:14])[NH:9][CH2:8]2)([CH3:4])([CH3:3])[CH3:2].[C:15]([O:18][CH2:19][C:20]1[C:25]([Br:26])=[CH:24][CH:23]=[CH:22][C:21]=1Br)(=[O:17])[CH3:16].C(=O)([O-])[O-].[Cs+].[Cs+].CNCCNC. (8) Given the product [ClH:11].[ClH:15].[CH2:17]([N:26]1[CH2:31][CH2:30][N:29]([CH2:10][C:9]([NH:8][CH2:7][C:6]2[CH:13]=[CH:14][C:3]([O:2][CH3:1])=[CH:4][CH:5]=2)=[O:12])[CH2:28][CH2:27]1)[C:18]([C:20]1[CH:21]=[CH:22][CH:23]=[CH:24][CH:25]=1)=[O:19], predict the reactants needed to synthesize it. The reactants are: [CH3:1][O:2][C:3]1[CH:14]=[CH:13][C:6]([CH2:7][NH:8][C:9](=[O:12])[CH2:10][Cl:11])=[CH:5][CH:4]=1.[ClH:15].Cl.[CH2:17]([N:26]1[CH2:31][CH2:30][NH:29][CH2:28][CH2:27]1)[C:18]([C:20]1[CH:25]=[CH:24][CH:23]=[CH:22][CH:21]=1)=[O:19].C([O-])([O-])=O.[K+].[K+]. (9) Given the product [F:32][C:31]([F:34])([F:33])[S:28]([O:11][C:12]1[CH2:16][CH2:15][CH2:14][C:13]=1[C:17]([O:19][CH3:20])=[O:18])(=[O:30])=[O:29], predict the reactants needed to synthesize it. The reactants are: C[Si]([N-][Si](C)(C)C)(C)C.[K+].[O:11]=[C:12]1[CH2:16][CH2:15][CH2:14][CH:13]1[C:17]([O:19][CH3:20])=[O:18].C1C=CC(N([S:28]([C:31]([F:34])([F:33])[F:32])(=[O:30])=[O:29])[S:28]([C:31]([F:34])([F:33])[F:32])(=[O:30])=[O:29])=CC=1.